This data is from Full USPTO retrosynthesis dataset with 1.9M reactions from patents (1976-2016). The task is: Predict the reactants needed to synthesize the given product. (1) The reactants are: [OH:1][NH:2][C:3]([C:5]1[CH:6]=[C:7]([N:11]2[C:17](=[O:18])[CH2:16][C:15](=[O:19])[NH:14][C:13]3[C:20]4[C:25]([CH:26]=[CH:27][C:12]2=3)=[CH:24][CH:23]=[CH:22][CH:21]=4)[CH:8]=[CH:9][CH:10]=1)=[NH:4].N1C=CC=CC=1.[C:34](Cl)(=O)[O:35]C1C=CC=CC=1.C1CCN2C(=NCCC2)CC1. Given the product [O:35]=[C:34]1[O:1][N:2]=[C:3]([C:5]2[CH:6]=[C:7]([N:11]3[C:17](=[O:18])[CH2:16][C:15](=[O:19])[NH:14][C:13]4[C:20]5[C:25]([CH:26]=[CH:27][C:12]3=4)=[CH:24][CH:23]=[CH:22][CH:21]=5)[CH:8]=[CH:9][CH:10]=2)[NH:4]1, predict the reactants needed to synthesize it. (2) Given the product [CH3:32][C:3]1([CH3:33])[CH:4]=[C:5]([C:8]2[S:9][C:10]([C:13]3[CH:18]=[C:17]([NH:19][C:20]4[N:25]=[C:24]([C:26]([F:27])([F:29])[F:28])[CH:23]=[CH:22][N:21]=4)[CH:16]=[C:15]([CH3:30])[CH:14]=3)=[CH:11][N:12]=2)[CH2:6][CH2:7][CH:2]1[C:34]([O:36][CH3:51])=[O:35], predict the reactants needed to synthesize it. The reactants are: C[C@:2]1([C:34]([OH:36])=[O:35])[CH2:7][CH2:6][C@:5](O)([C:8]2[S:9][C:10]([C:13]3[CH:18]=[C:17]([NH:19][C:20]4[N:25]=[C:24]([C:26]([F:29])([F:28])[F:27])[CH:23]=[CH:22][N:21]=4)[CH:16]=[C:15]([CH3:30])[CH:14]=3)=[CH:11][N:12]=2)[CH2:4][C:3]1([CH3:33])[CH3:32].O=P12OP3(OP(OP(O3)(O1)=O)(=O)O2)=O.[C:51](=O)(O)[O-].[Na+]. (3) Given the product [C:1]([N:4]1[CH2:9][CH2:8][N:7]([C:10]2[CH:11]=[CH:12][C:13]([O:14][CH2:15][C:16]3[C:20]([C:21]4[CH:22]=[CH:23][CH:24]=[C:25]5[C:29]=4[N:28]([CH2:56][C:57]4[CH:58]=[N:59][CH:60]=[CH:61][CH:62]=4)[C:27]([C:30]([O:32][CH2:33][CH3:34])=[O:31])=[C:26]5[CH2:35][CH2:36][CH2:37][O:38][C:39]4[CH:40]=[C:41]([CH3:47])[C:42]([Cl:46])=[C:43]([CH3:45])[CH:44]=4)=[C:19]([CH3:48])[N:18]([CH3:49])[N:17]=3)=[CH:50][CH:51]=2)[CH2:6][CH2:5]1)(=[O:3])[CH3:2], predict the reactants needed to synthesize it. The reactants are: [C:1]([N:4]1[CH2:9][CH2:8][N:7]([C:10]2[CH:51]=[CH:50][C:13]([O:14][CH2:15][C:16]3[C:20]([C:21]4[CH:22]=[CH:23][CH:24]=[C:25]5[C:29]=4[NH:28][C:27]([C:30]([O:32][CH2:33][CH3:34])=[O:31])=[C:26]5[CH2:35][CH2:36][CH2:37][O:38][C:39]4[CH:44]=[C:43]([CH3:45])[C:42]([Cl:46])=[C:41]([CH3:47])[CH:40]=4)=[C:19]([CH3:48])[N:18]([CH3:49])[N:17]=3)=[CH:12][CH:11]=2)[CH2:6][CH2:5]1)(=[O:3])[CH3:2].[H-].[Na+].Cl.Cl[CH2:56][C:57]1[CH:58]=[N:59][CH:60]=[CH:61][CH:62]=1. (4) Given the product [NH2:23][C:18]1[CH:17]=[CH:16][CH:15]=[C:20]2[C:19]=1[C:14](=[O:26])[N:13]([CH2:12][C:11]([O:10][C@H:9]([C:28]1[CH:33]=[CH:32][C:31]([O:34][CH:35]([F:36])[F:37])=[C:30]([O:38][CH2:39][CH:40]3[CH2:41][CH2:42]3)[CH:29]=1)[CH2:8][C:7]1[C:6]([Cl:43])=[CH:5][N+:4]([O-:44])=[CH:3][C:2]=1[Cl:1])=[O:27])[C:21]2=[O:22], predict the reactants needed to synthesize it. The reactants are: [Cl:1][C:2]1[CH:3]=[N+:4]([O-:44])[CH:5]=[C:6]([Cl:43])[C:7]=1[CH2:8][C@@H:9]([C:28]1[CH:33]=[CH:32][C:31]([O:34][CH:35]([F:37])[F:36])=[C:30]([O:38][CH2:39][CH:40]2[CH2:42][CH2:41]2)[CH:29]=1)[O:10][C:11](=[O:27])[CH2:12][N:13]1[C:21](=[O:22])[C:20]2[C:15](=[CH:16][CH:17]=[C:18]([N+:23]([O-])=O)[CH:19]=2)[C:14]1=[O:26].O.O.[Sn](Cl)Cl. (5) Given the product [CH3:18][C:17]1[O:16][N:15]=[C:14]([C:19]2[CH:20]=[CH:21][CH:22]=[CH:23][CH:24]=2)[C:13]=1[CH2:12][O:11][C:8]1[N:9]=[CH:10][C:5]([C:3]([OH:4])=[O:2])=[N:6][CH:7]=1, predict the reactants needed to synthesize it. The reactants are: C[O:2][C:3]([C:5]1[CH:10]=[N:9][C:8]([O:11][CH2:12][C:13]2[C:14]([C:19]3[CH:24]=[CH:23][CH:22]=[CH:21][CH:20]=3)=[N:15][O:16][C:17]=2[CH3:18])=[CH:7][N:6]=1)=[O:4].[OH-].[Na+].C(=O)([O-])[O-].[Na+].[Na+]. (6) Given the product [CH:1]([N:4]1[C:8]2[N:9]=[C:10]([C@H:14]3[C@H:18]([CH3:19])[CH2:17][N:16]([CH2:30][C:23]4[C:24]5[C:29](=[CH:28][CH:27]=[CH:26][N:25]=5)[N:20]=[CH:21][CH:22]=4)[CH2:15]3)[NH:11][C:12](=[O:13])[C:7]=2[CH:6]=[N:5]1)([CH3:3])[CH3:2], predict the reactants needed to synthesize it. The reactants are: [CH:1]([N:4]1[C:8]2[N:9]=[C:10]([C@H:14]3[C@H:18]([CH3:19])[CH2:17][NH:16][CH2:15]3)[NH:11][C:12](=[O:13])[C:7]=2[CH:6]=[N:5]1)([CH3:3])[CH3:2].[N:20]1[C:29]2[C:24](=[N:25][CH:26]=[CH:27][CH:28]=2)[C:23]([CH:30]=O)=[CH:22][CH:21]=1. (7) Given the product [CH2:8]([N:4]1[C:19](=[O:20])[C:10]2[C:9](=[C:18]3[CH:17]=[CH:16][CH:15]=[CH:14][C:13]3=[CH:12][CH:11]=2)[C:2]2[CH:8]=[CH:7][CH:6]=[CH:5][C:3]1=2)[CH2:2][CH2:3][CH3:5], predict the reactants needed to synthesize it. The reactants are: Br[C:2]1[CH:8]=[CH:7][CH:6]=[CH:5][C:3]=1[NH2:4].[CH:9]1[C:18]2[C:13](=[CH:14][CH:15]=[CH:16][CH:17]=2)[CH:12]=[CH:11][C:10]=1[C:19](Cl)=[O:20]. (8) Given the product [Cl:1][C:2]1[N:3]=[C:4]([N:19]2[CH2:20][CH2:21][O:22][CH2:23][CH2:24]2)[C:5]2[S:10][C:9]([C:11]3[CH:12]=[C:13]([NH:17][C:25](=[O:29])[C@@H:26]([OH:27])[CH3:28])[CH:14]=[CH:15][CH:16]=3)=[C:8]([CH3:18])[C:6]=2[N:7]=1, predict the reactants needed to synthesize it. The reactants are: [Cl:1][C:2]1[N:3]=[C:4]([N:19]2[CH2:24][CH2:23][O:22][CH2:21][CH2:20]2)[C:5]2[S:10][C:9]([C:11]3[CH:12]=[C:13]([NH2:17])[CH:14]=[CH:15][CH:16]=3)=[C:8]([CH3:18])[C:6]=2[N:7]=1.[C:25](O)(=[O:29])[C@H:26]([CH3:28])[OH:27]. (9) The reactants are: [CH3:1][NH:2][C:3](=[O:25])[C:4]1[CH:9]=[C:8]([O:10][C:11]2[CH:12]=[C:13]3[C:18](=[CH:19][CH:20]=2)[N:17]=[C:16](S(C)(=O)=O)[N:15]=[CH:14]3)[CH:7]=[CH:6][N:5]=1.C([O-])([O-])=O.[K+].[K+].[S:32]1[CH:36]=[CH:35][N:34]=[C:33]1[CH:37]([NH2:39])[CH3:38]. Given the product [CH3:1][NH:2][C:3](=[O:25])[C:4]1[CH:9]=[C:8]([O:10][C:11]2[CH:12]=[C:13]3[C:18](=[CH:19][CH:20]=2)[N:17]=[C:16]([NH:39][CH:37]([C:33]2[S:32][CH:36]=[CH:35][N:34]=2)[CH3:38])[N:15]=[CH:14]3)[CH:7]=[CH:6][N:5]=1, predict the reactants needed to synthesize it.